Dataset: Reaction yield outcomes from USPTO patents with 853,638 reactions. Task: Predict the reaction yield, written as a fraction of the theoretical maximum amount of product (1.0 means a 100% yield; for example, 0.34 means a 34% yield). (1) The reactants are [O:1]=[C:2]1[N:6]([C@@H:7]([C:9]2[CH:14]=[CH:13][CH:12]=[CH:11][CH:10]=2)[CH3:8])[CH2:5][CH:4]([C:15]([OH:17])=[O:16])[CH2:3]1. The catalyst is ClCCl. The product is [O:1]=[C:2]1[N:6]([C@@H:7]([C:9]2[CH:14]=[CH:13][CH:12]=[CH:11][CH:10]=2)[CH3:8])[CH2:5][CH:4]([C:15]([O:17][C:4]([CH3:15])([CH3:5])[CH3:3])=[O:16])[CH2:3]1. The yield is 0.640. (2) The reactants are Cl.[NH2:2][CH2:3][CH2:4][N:5]([CH2:10][CH:11]1[CH2:16][CH2:15][N:14]([C:17]2[CH:22]=[CH:21][C:20](=[O:23])[N:19]([CH3:24])[N:18]=2)[CH2:13][CH2:12]1)[C:6](=[O:9])[CH2:7]Cl.C(N(CC)CC)C. The catalyst is CN(C)C=O. The product is [CH3:24][N:19]1[C:20](=[O:23])[CH:21]=[CH:22][C:17]([N:14]2[CH2:15][CH2:16][CH:11]([CH2:10][N:5]3[CH2:4][CH2:3][NH:2][CH2:7][C:6]3=[O:9])[CH2:12][CH2:13]2)=[N:18]1. The yield is 0.550. (3) The reactants are [N:1]12[CH2:8][CH2:7][C:4]([C:9]([C:17]3[CH:22]=[CH:21][CH:20]=[CH:19][CH:18]=3)([C:11]3[CH:16]=[CH:15][CH:14]=[CH:13][CH:12]=3)[OH:10])([CH2:5][CH2:6]1)[CH2:3][CH2:2]2.[Br:23][CH2:24][CH2:25][CH2:26][C:27]([O:29][CH2:30][CH3:31])=[O:28]. The catalyst is CC#N. The product is [Br-:23].[CH2:30]([O:29][C:27](=[O:28])[CH2:26][CH2:25][CH2:24][N+:1]12[CH2:6][CH2:5][C:4]([C:9]([OH:10])([C:17]3[CH:22]=[CH:21][CH:20]=[CH:19][CH:18]=3)[C:11]3[CH:12]=[CH:13][CH:14]=[CH:15][CH:16]=3)([CH2:3][CH2:2]1)[CH2:7][CH2:8]2)[CH3:31]. The yield is 0.579. (4) The reactants are [Cl:1][C:2]1[CH:7]=[CH:6][CH:5]=[CH:4][C:3]=1[NH:8][C:9]1[N:14]2[N:15]=[CH:16][C:17]([S:18]([NH2:21])(=[O:20])=[O:19])=[C:13]2[N:12]=[CH:11][C:10]=1[C:22]([N:24]1[CH2:29][CH2:28][CH:27]([C:30]2[CH:35]=[CH:34][CH:33]=[CH:32][CH:31]=2)[CH2:26][CH2:25]1)=[O:23].C(=O)([O-])[O-].[K+].[K+].[CH2:42]([N:44]=[C:45]=[O:46])[CH3:43].[Cl-].[NH4+]. The catalyst is CC(C)=O. The product is [Cl:1][C:2]1[CH:7]=[CH:6][CH:5]=[CH:4][C:3]=1[NH:8][C:9]1[N:14]2[N:15]=[CH:16][C:17]([S:18]([NH:21][C:45](=[O:46])[NH:44][CH2:42][CH3:43])(=[O:19])=[O:20])=[C:13]2[N:12]=[CH:11][C:10]=1[C:22]([N:24]1[CH2:25][CH2:26][CH:27]([C:30]2[CH:35]=[CH:34][CH:33]=[CH:32][CH:31]=2)[CH2:28][CH2:29]1)=[O:23]. The yield is 0.480. (5) The yield is 1.00. The catalyst is CCO. The reactants are [F:1][C:2]([F:22])([F:21])[O:3][C:4]1[CH:9]=[CH:8][C:7]([N:10]2[CH2:15][CH2:14][N:13]([CH3:16])[CH2:12][CH2:11]2)=[CH:6][C:5]=1[NH:17]C(=O)C.[ClH:23]. The product is [ClH:23].[ClH:23].[ClH:23].[F:22][C:2]([F:1])([F:21])[O:3][C:4]1[CH:9]=[CH:8][C:7]([N:10]2[CH2:15][CH2:14][N:13]([CH3:16])[CH2:12][CH2:11]2)=[CH:6][C:5]=1[NH2:17]. (6) The reactants are [CH3:1][C:2]([CH3:17])([CH3:16])[C:3]#[C:4][C:5]1[CH:10]=[C:9]([N+:11]([O-:13])=[O:12])[CH:8]=[CH:7][C:6]=1[NH:14][CH3:15].CCCC[N+](CCCC)(CCCC)CCCC.[F-]. The catalyst is C1COCC1. The product is [C:2]([C:3]1[N:14]([CH3:15])[C:6]2[C:5]([CH:4]=1)=[CH:10][C:9]([N+:11]([O-:13])=[O:12])=[CH:8][CH:7]=2)([CH3:17])([CH3:16])[CH3:1]. The yield is 0.990. (7) No catalyst specified. The yield is 0.500. The product is [N+:12]([C:8]1[CH:9]=[CH:10][CH:11]=[C:4]([O:20][CH:17]2[CH2:18][CH2:19][O:15][CH2:16]2)[C:5]=1[C:6]#[N:7])([O-:14])=[O:13]. The reactants are [N+]([C:4]1[CH:11]=[CH:10][CH:9]=[C:8]([N+:12]([O-:14])=[O:13])[C:5]=1[C:6]#[N:7])([O-])=O.[O:15]1[CH2:19][CH2:18][CH:17]([OH:20])[CH2:16]1.